Task: Regression/Classification. Given a drug SMILES string, predict its absorption, distribution, metabolism, or excretion properties. Task type varies by dataset: regression for continuous measurements (e.g., permeability, clearance, half-life) or binary classification for categorical outcomes (e.g., BBB penetration, CYP inhibition). Dataset: cyp1a2_veith.. Dataset: CYP1A2 inhibition data for predicting drug metabolism from PubChem BioAssay (1) The compound is CN(C)CCCc1cccnc1. The result is 0 (non-inhibitor). (2) The molecule is COC(=O)N1CCC[C@@]2(CCN(C(=O)Nc3cccc(C#N)c3)C2)C1. The result is 0 (non-inhibitor).